From a dataset of Full USPTO retrosynthesis dataset with 1.9M reactions from patents (1976-2016). Predict the reactants needed to synthesize the given product. (1) Given the product [CH3:8][C:6]1([CH3:7])[C:2]([CH3:16])([CH3:1])[O:3][B:4]([C:9]2[CH:10]=[C:11]([NH:12][C:30]([CH:27]3[CH2:28][CH2:29][O:24][CH2:25][CH2:26]3)=[O:31])[CH:13]=[CH:14][CH:15]=2)[O:5]1, predict the reactants needed to synthesize it. The reactants are: [CH3:1][C:2]1([CH3:16])[C:6]([CH3:8])([CH3:7])[O:5][B:4]([C:9]2[CH:10]=[C:11]([CH:13]=[CH:14][CH:15]=2)[NH2:12])[O:3]1.C(N(CC)CC)C.[O:24]1[CH2:29][CH2:28][CH:27]([C:30](Cl)=[O:31])[CH2:26][CH2:25]1. (2) Given the product [Br:1][C:2]1[CH:7]=[CH:6][C:5]([NH:8][S:19]([C:11]2[S:10][C:14]3[CH:15]=[CH:16][CH:17]=[CH:18][C:13]=3[CH:12]=2)(=[O:21])=[O:20])=[C:4]([NH:9][S:19]([C:11]2[S:10][C:14]3[CH:15]=[CH:16][CH:17]=[CH:18][C:13]=3[CH:12]=2)(=[O:20])=[O:21])[CH:3]=1, predict the reactants needed to synthesize it. The reactants are: [Br:1][C:2]1[CH:3]=[C:4]([NH2:9])[C:5]([NH2:8])=[CH:6][CH:7]=1.[S:10]1[C:14]2[CH:15]=[CH:16][CH:17]=[CH:18][C:13]=2[CH:12]=[C:11]1[S:19](Cl)(=[O:21])=[O:20]. (3) Given the product [Br:1][C:2]1[C:7]([CH3:8])=[CH:6][CH:5]=[CH:4][C:3]=1[CH:9]=[O:10], predict the reactants needed to synthesize it. The reactants are: [Br:1][C:2]1[C:7]([CH3:8])=[CH:6][CH:5]=[CH:4][C:3]=1[CH2:9][OH:10].[Cr](Cl)([O-])(=O)=O.[NH+]1C=CC=CC=1.